This data is from HIV replication inhibition screening data with 41,000+ compounds from the AIDS Antiviral Screen. The task is: Binary Classification. Given a drug SMILES string, predict its activity (active/inactive) in a high-throughput screening assay against a specified biological target. The compound is CC1=[N+]2[N-]C(N3CC4CCC(CC4)C3)=[S+][Fe-]2[n+]2ccncc21. The result is 0 (inactive).